This data is from Reaction yield outcomes from USPTO patents with 853,638 reactions. The task is: Predict the reaction yield, written as a fraction of the theoretical maximum amount of product (1.0 means a 100% yield; for example, 0.34 means a 34% yield). (1) The reactants are P(Cl)(Cl)([Cl:3])=O.O[C:7]1[CH:12]=[C:11]([C:13]([OH:15])=[O:14])[N:10]=[C:9]([C:16]2[S:17][CH:18]=[CH:19][CH:20]=2)[N:8]=1. The catalyst is C(#N)C.O. The product is [Cl:3][C:7]1[CH:12]=[C:11]([C:13]([OH:15])=[O:14])[N:10]=[C:9]([C:16]2[S:17][CH:18]=[CH:19][CH:20]=2)[N:8]=1. The yield is 0.900. (2) The reactants are [Cl:1][C:2]1[CH:3]=[C:4]2[CH:10]=[CH:9][N:8]([C:11]3[N:15]([CH3:16])[N:14]=[C:13]([CH3:17])[C:12]=3/[CH:18]=[CH:19]/[C:20]([NH:22][S:23]([C:26]3[CH:31]=[CH:30][C:29]([CH3:32])=[CH:28][C:27]=3[O:33]C)(=[O:25])=[O:24])=[O:21])[C:5]2=[N:6][CH:7]=1.B(Br)(Br)Br. The catalyst is ClCCl. The product is [Cl:1][C:2]1[CH:3]=[C:4]2[CH:10]=[CH:9][N:8]([C:11]3[N:15]([CH3:16])[N:14]=[C:13]([CH3:17])[C:12]=3/[CH:18]=[CH:19]/[C:20]([NH:22][S:23]([C:26]3[CH:31]=[CH:30][C:29]([CH3:32])=[CH:28][C:27]=3[OH:33])(=[O:25])=[O:24])=[O:21])[C:5]2=[N:6][CH:7]=1. The yield is 0.490. (3) The reactants are Cl[C:2]1[CH:7]=[CH:6][N:5]=[CH:4][C:3]=1[N+:8]([O-:10])=[O:9].[CH3:11][C@@H:12]1[CH2:17][NH:16][CH2:15][C@H:14]2[NH:18][C:19](=[O:21])[O:20][C@@H:13]12.N1CCCCC1.[C:28](O[C:28]([O:30][C:31]([CH3:34])([CH3:33])[CH3:32])=[O:29])([O:30][C:31]([CH3:34])([CH3:33])[CH3:32])=[O:29].CN(C1C=CC=CN=1)C. The catalyst is C(Cl)Cl. The product is [CH3:11][C@@H:12]1[CH2:17][N:16]([C:2]2[CH:7]=[CH:6][N:5]=[CH:4][C:3]=2[N+:8]([O-:10])=[O:9])[CH2:15][C@H:14]2[N:18]([C:28]([O:30][C:31]([CH3:34])([CH3:33])[CH3:32])=[O:29])[C:19](=[O:21])[O:20][C@@H:13]12. The yield is 0.620. (4) The reactants are Br[C:2]1[C:11]2[C:6](=[CH:7][C:8]([S:12]([N:15]([C:25]3[CH:29]=[CH:28][O:27][N:26]=3)[CH2:16][C:17]3[CH:22]=[CH:21][C:20]([O:23][CH3:24])=[CH:19][CH:18]=3)(=[O:14])=[O:13])=[CH:9][CH:10]=2)[C:5](=[O:30])[NH:4][CH:3]=1.[Cl:31][C:32]1[CH:33]=[C:34]([C:38]2[CH:43]=[C:42]([O:44][CH3:45])[C:41](B(O)O)=[CH:40][C:39]=2[F:49])[CH:35]=[CH:36][CH:37]=1.C(=O)([O-])[O-].[K+].[K+]. The catalyst is C1C=CC([P]([Pd]([P](C2C=CC=CC=2)(C2C=CC=CC=2)C2C=CC=CC=2)([P](C2C=CC=CC=2)(C2C=CC=CC=2)C2C=CC=CC=2)[P](C2C=CC=CC=2)(C2C=CC=CC=2)C2C=CC=CC=2)(C2C=CC=CC=2)C2C=CC=CC=2)=CC=1. The product is [Cl:31][C:32]1[CH:33]=[C:34]([C:38]2[CH:43]=[C:42]([O:44][CH3:45])[C:41]([C:2]3[C:11]4[C:6](=[CH:7][C:8]([S:12]([N:15]([C:25]5[CH:29]=[CH:28][O:27][N:26]=5)[CH2:16][C:17]5[CH:22]=[CH:21][C:20]([O:23][CH3:24])=[CH:19][CH:18]=5)(=[O:14])=[O:13])=[CH:9][CH:10]=4)[C:5](=[O:30])[NH:4][CH:3]=3)=[CH:40][C:39]=2[F:49])[CH:35]=[CH:36][CH:37]=1. The yield is 0.694.